This data is from Peptide-MHC class I binding affinity with 185,985 pairs from IEDB/IMGT. The task is: Regression. Given a peptide amino acid sequence and an MHC pseudo amino acid sequence, predict their binding affinity value. This is MHC class I binding data. (1) The peptide sequence is NPAACSYMV. The MHC is HLA-A25:01 with pseudo-sequence HLA-A25:01. The binding affinity (normalized) is 0.0847. (2) The peptide sequence is IHYAGWVSL. The MHC is HLA-B07:02 with pseudo-sequence HLA-B07:02. The binding affinity (normalized) is 0.466. (3) The peptide sequence is RYYDGNIYEL. The MHC is HLA-A29:02 with pseudo-sequence HLA-A29:02. The binding affinity (normalized) is 0.225. (4) The peptide sequence is KQLESVMYL. The MHC is BoLA-JSP.1 with pseudo-sequence BoLA-JSP.1. The binding affinity (normalized) is 0.0641. (5) The peptide sequence is WSTIWRQLY. The MHC is HLA-A02:16 with pseudo-sequence HLA-A02:16. The binding affinity (normalized) is 0.0847.